From a dataset of Full USPTO retrosynthesis dataset with 1.9M reactions from patents (1976-2016). Predict the reactants needed to synthesize the given product. The reactants are: [Br:1][C:2]1[CH:7]=[CH:6][C:5]([C:8]([N:10]2[CH2:14][CH2:13][C@@H:12](OS(C)(=O)=O)[CH2:11]2)=[O:9])=[CH:4][CH:3]=1.[CH2:20]([NH:22][CH2:23][CH3:24])[CH3:21]. Given the product [Br:1][C:2]1[CH:7]=[CH:6][C:5]([C:8]([N:10]2[CH2:14][CH2:13][C@H:12]([N:22]([CH2:23][CH3:24])[CH2:20][CH3:21])[CH2:11]2)=[O:9])=[CH:4][CH:3]=1, predict the reactants needed to synthesize it.